Dataset: Experimentally validated miRNA-target interactions with 360,000+ pairs, plus equal number of negative samples. Task: Binary Classification. Given a miRNA mature sequence and a target amino acid sequence, predict their likelihood of interaction. (1) The protein sequence of the target gene is MTEYKLVVVGAGGVGKSALTIQLIQNHFVDEYDPTIEDSYRKQVVIDGETCLLDILDTAGQEEYSAMRDQYMRTGEGFLCVFAINNSKSFADINLYREQIKRVKDSDDVPMVLVGNKCDLPTRTVDTKQAHELAKSYGIPFIETSAKTRQGVEDAFYTLVREIRQYRMKKLNSSDDGTQGCMGLPCVVM. Result: 1 (interaction). The miRNA is hsa-miR-4468 with sequence AGAGCAGAAGGAUGAGAU. (2) The miRNA is mmu-miR-3470b with sequence UCACUCUGUAGACCAGGCUGG. The protein sequence of the target gene is MAQISNNSEFKQCSSSHPEPIRTKDVNKAEALQMEAEALAKLQKDRQMTDSPRGFELSSSTRQRTQGFNKQDYDLMVFPELDSQKRAVDIDVEKLTQAELEKILLDDNFETRKPPALPVTPVLSPSFSTQLYLRPSGQRGQWPPGLCGPSTYTLPSTYPSAYSKQATFQNGFSPRMPTFPSTESVYLRLPGQSPYFSYPLTPATPFHPQGSLPVYRPLVSPDMAKLFEKIASTSEFLKNGKARTDLEIANSKASVCNLQISPKSEDINKFDWLDLDPLSKPKVDYVEVLEHEEEKKDPVL.... Result: 1 (interaction). (3) The miRNA is hsa-miR-30c-1-3p with sequence CUGGGAGAGGGUUGUUUACUCC. The protein sequence of the target gene is MAAVVLPPTAASQREGHTEGGELVNELLKSWLKGLVTFEDVAVEFTQEEWALLDPAQRTLYRDVMLENCRNLASLGNQVDKPRLISQLEQEDKVMTEERGILSGTCPDVENPFKAKGLTPKLHVFRKEQSRNMKMERNHLGATLNECNQCFKVFSTKSSLTRHRKIHTGERPYGCSECGKSYSSRSYLAVHKRIHNGEKPYECNDCGKTFSSRSYLTVHKRIHNGEKPYECSDCGKTFSNSSYLRPHLRIHTGEKPYKCNQCFREFRTQSIFTRHKRVHTGEGHYVCNQCGKAFGTRSSL.... Result: 1 (interaction). (4) Result: 0 (no interaction). The protein sequence of the target gene is MWPLTALLLLVPSSGQAATLEKPILSLHPPWTTIFKGERVTLKCDGYHPLLLELQPISTLWYLGHLLLPSHKKSIEVQTPGVYRCQTRGAPVSDPIHLSVSNDWLILQVPYAPVFEGEPLVLRCRGWYDKVVYKLHYYHDGQAVRYFHSSANYTVLQARASDSGRYQCSGTMRIPVESAPMFSAKVAVTVQELFRAPVLRVMGPREARGAALGGVVLRCDTRLHPQKRDTPLQFAFYKYSRAVRRFDWGAEYTVPEPEVEELESYWCEAATATRSVRKRSPWLQLPGPGSPLDPASTTAP.... The miRNA is hsa-miR-6506-3p with sequence UCGUAUCAGAGAUUCCAGACAC. (5) The miRNA is hsa-miR-383-3p with sequence ACAGCACUGCCUGGUCAGA. The protein sequence of the target gene is MGDFAAPAAAANGSSICINSSLNSSLGGAGIGVNNTPNSTPAAPSSNHPAAGGCGGSGGPGGGSAAVPKHSTVVERLRQRIEGCRRHHVNCENRYQQAQVEQLELERRDTVSLYQRTLEQRAKKSGAGTGKQQHPSKPQQDAEAASAEQRNHTLIMLQETVKRKLEGARSPLNGDQQNGACDGNFSPTSKRIRKDISAGMEAINNLPSNMPLPSASPLHQLDLKPSLPLQNSGTHTPGLLEDLSKNGRLPEIKLPVNGCSDLEDSFTILQSKDLKQEPLDDPTCIDTSETSLSNQNKLFS.... Result: 0 (no interaction). (6) The miRNA is mmu-miR-5135 with sequence AGGUCUAGGUGGCAAGGGCGUCCU. The protein sequence of the target gene is MSKRLRSSDVCADCNGPDPSWASVNRGTFICDECCSVHRSLGRHISQVRHLKHTAWPPTLLQMVETLYNNGANSIWEHSLLDPASIMSGRRKANPQDKVHPNKAEFIRAKYQMLAFVHRLPCREDDSVTAKDLSKQLHSSVRTGNLETCLRLLSLGAQANFFHPEKGSTPLHVASKAGQILQAELLAVYGADPGTQDSSGKTPVDYARQGGHHELAERLIEIQYELTDRLAFYLCGRKPDHKSGQHFLIPQRADSLDLSELAKAAKKKLQSLSNHLFEELAMDVYDEVDRRETDAVWLAT.... Result: 1 (interaction). (7) The miRNA is mmu-miR-3078-5p with sequence CAAAGCCUAGACUGCAGCUACCU. The protein sequence of the target gene is MGRKPSPRAQELPEEEARTCCGCRFPLLLALLQLALGIAVTVLGFLMASISPSLLVRDTPFWAGSIVCVVAYLGLFMLCVSYQVDERTCVQFSMKVFYFLLSALGLMVCMLAVAFAAHHYSLLAQFTCETSLDSCQCKLPSSEPLSRAFVYRDVTDCTSVTGTFKLFLIIQMVLNLVCGLVCLLACFVMWKHRYQVFYVGVGLRSLMASDGQLPKA. Result: 1 (interaction). (8) The miRNA is hsa-miR-6873-5p with sequence CAGAGGGAAUACAGAGGGCAAU. The protein sequence of the target gene is MFACSKFVSTPSLVKSTSQLLSRPLSAVVLKRPEILTDESLSSLAVSCPLTSLVSSRSFQTSAISRDIDTAAKFIGAGAATVGVAGSGAGIGTVFGSLIIGYARNPSLKQQLFSYAILGFALSEAMGLFCLMVAFLILFAM. Result: 0 (no interaction).